This data is from Catalyst prediction with 721,799 reactions and 888 catalyst types from USPTO. The task is: Predict which catalyst facilitates the given reaction. (1) Reactant: [OH:1][CH2:2][C@H:3]1[NH:7][C:6](=[O:8])[CH2:5][CH2:4]1.[O:9]1[CH:14]=[CH:13][CH2:12][CH2:11][CH2:10]1.O.CC1C=CC(S(O)(=O)=O)=CC=1.C(=O)([O-])O.[Na+]. Product: [O:9]1[CH2:14][CH2:13][CH2:12][CH2:11][CH:10]1[O:1][CH2:2][C@H:3]1[NH:7][C:6](=[O:8])[CH2:5][CH2:4]1. The catalyst class is: 614. (2) Reactant: Br[C:2]1[CH:9]=[C:8]([C:10]([F:13])([F:12])[F:11])[CH:7]=[CH:6][C:3]=1[CH:4]=[O:5].[CH3:14][O:15][C:16]([C:18]1[CH:23]=[CH:22][C:21](B(O)O)=[CH:20][CH:19]=1)=[O:17].C([O-])([O-])=O.[K+].[K+].O. The catalyst class is: 800. Product: [CH:4]([C:3]1[CH:6]=[CH:7][C:8]([C:10]([F:13])([F:12])[F:11])=[CH:9][C:2]=1[C:21]1[CH:22]=[CH:23][C:18]([C:16]([O:15][CH3:14])=[O:17])=[CH:19][CH:20]=1)=[O:5]. (3) Reactant: Cl[C:2](Cl)([O:4]C(=O)OC(Cl)(Cl)Cl)Cl.[Br:13][C:14]1[CH:20]=[C:19]([F:21])[C:17]([NH2:18])=[C:16]([Cl:22])[CH:15]=1.CCN(C(C)C)C(C)C.[CH:32]1([C:35]([N:37]2[CH2:41][CH2:40][C@@H:39]([CH2:42][C:43]([NH:45][NH2:46])=[O:44])[CH2:38]2)=[O:36])[CH2:34][CH2:33]1. Product: [Br:13][C:14]1[CH:20]=[C:19]([F:21])[C:17]([NH:18][C:2]([NH:46][NH:45][C:43](=[O:44])[CH2:42][C@@H:39]2[CH2:40][CH2:41][N:37]([C:35]([CH:32]3[CH2:34][CH2:33]3)=[O:36])[CH2:38]2)=[O:4])=[C:16]([Cl:22])[CH:15]=1. The catalyst class is: 4.